Dataset: Full USPTO retrosynthesis dataset with 1.9M reactions from patents (1976-2016). Task: Predict the reactants needed to synthesize the given product. Given the product [C:1]1([NH:7][C:8]([N:12]2[C:13]3[CH:19]=[CH:18][CH:17]=[CH:16][C:14]=3[NH:15][C:11]2=[O:10])=[O:9])[CH:6]=[CH:5][CH:4]=[CH:3][CH:2]=1, predict the reactants needed to synthesize it. The reactants are: [C:1]1([N:7]=[C:8]=[O:9])[CH:6]=[CH:5][CH:4]=[CH:3][CH:2]=1.[OH:10][C:11]1[NH:12][C:13]2[CH:19]=[CH:18][CH:17]=[CH:16][C:14]=2[N:15]=1.